From a dataset of Forward reaction prediction with 1.9M reactions from USPTO patents (1976-2016). Predict the product of the given reaction. Given the reactants Cl.[NH2:2][C@@H:3]([CH2:8][C:9]1[CH:14]=[CH:13][C:12]([I:15])=[CH:11][CH:10]=1)[C:4]([O:6][CH3:7])=[O:5].[C:16]([O-])(=[O:18])[CH3:17].[Na+].C(OC(=O)C)(=O)C, predict the reaction product. The product is: [C:16]([NH:2][C@@H:3]([CH2:8][C:9]1[CH:10]=[CH:11][C:12]([I:15])=[CH:13][CH:14]=1)[C:4]([O:6][CH3:7])=[O:5])(=[O:18])[CH3:17].